From a dataset of Forward reaction prediction with 1.9M reactions from USPTO patents (1976-2016). Predict the product of the given reaction. (1) Given the reactants C([O:5][C:6](=[O:34])[C:7]1[CH:12]=[CH:11][CH:10]=[C:9]([NH:13][C:14]2[N:19]=[C:18]([O:20][C:21]3[CH:26]=[CH:25][CH:24]=[CH:23][CH:22]=3)[N:17]=[C:16]([O:27][C:28]3[CH:33]=[CH:32][CH:31]=[CH:30][CH:29]=3)[N:15]=2)[CH:8]=1)(C)(C)C.CCOCC.CCCCCC, predict the reaction product. The product is: [O:27]([C:16]1[N:17]=[C:18]([O:20][C:21]2[CH:26]=[CH:25][CH:24]=[CH:23][CH:22]=2)[N:19]=[C:14]([NH:13][C:9]2[CH:8]=[C:7]([CH:12]=[CH:11][CH:10]=2)[C:6]([OH:34])=[O:5])[N:15]=1)[C:28]1[CH:33]=[CH:32][CH:31]=[CH:30][CH:29]=1. (2) Given the reactants Br[C:2]1[CH:7]=[C:6]([O:8][C:9]([F:12])([F:11])[F:10])[CH:5]=[C:4]([C:13]2[CH:18]=[CH:17][C:16]([O:19][CH3:20])=[CH:15][CH:14]=2)[C:3]=1[NH2:21].[C:22]([Cu])#[N:23].CCOC(C)=O, predict the reaction product. The product is: [NH2:21][C:3]1[C:2]([C:22]#[N:23])=[CH:7][C:6]([O:8][C:9]([F:12])([F:11])[F:10])=[CH:5][C:4]=1[C:13]1[CH:18]=[CH:17][C:16]([O:19][CH3:20])=[CH:15][CH:14]=1. (3) Given the reactants [CH:1]1([C:4]([NH:6][C:7]2[S:8][C:9]3[CH:15]=[C:14]([O:16][S:17]([C:20]4[CH:25]=[CH:24][C:23](F)=[CH:22][CH:21]=4)(=[O:19])=[O:18])[CH:13]=[CH:12][C:10]=3[N:11]=2)=[O:5])[CH2:3][CH2:2]1.[CH:27]1([NH2:32])[CH2:31][CH2:30][CH2:29][CH2:28]1, predict the reaction product. The product is: [CH:1]1([C:4]([NH:6][C:7]2[S:8][C:9]3[CH:15]=[C:14]([O:16][S:17]([C:20]4[CH:25]=[CH:24][C:23]([NH:32][CH:27]5[CH2:31][CH2:30][CH2:29][CH2:28]5)=[CH:22][CH:21]=4)(=[O:19])=[O:18])[CH:13]=[CH:12][C:10]=3[N:11]=2)=[O:5])[CH2:3][CH2:2]1. (4) Given the reactants N([O-])=[O:2].[Na+].[CH3:5][C:6]1[CH:7]=[CH:8][C:9]2[N+:14]([O-:15])=[N:13][C:12](N)=[N:11][C:10]=2[CH:17]=1, predict the reaction product. The product is: [CH3:5][C:6]1[CH:7]=[CH:8][C:9]2[N+:14]([O-:15])=[N:13][C:12]([OH:2])=[N:11][C:10]=2[CH:17]=1.